From a dataset of Reaction yield outcomes from USPTO patents with 853,638 reactions. Predict the reaction yield, written as a fraction of the theoretical maximum amount of product (1.0 means a 100% yield; for example, 0.34 means a 34% yield). (1) The reactants are [C:1](OC(=O)C)(=[O:3])C.[O:8]1[C:12]2[CH:13]=[CH:14][C:15]([C:17]#[C:18][CH:19]([NH:37][OH:38])[CH2:20][S:21]([N:24]3[CH2:29][CH2:28][N:27]([C:30]4[CH:35]=[CH:34][C:33]([F:36])=[CH:32][CH:31]=4)[CH2:26][CH2:25]3)(=[O:23])=[O:22])=[CH:16][C:11]=2[O:10][CH2:9]1. The catalyst is C1COCC1.C(O)=O. The product is [O:8]1[C:12]2[CH:13]=[CH:14][C:15]([C:17]#[C:18][CH:19]([N:37]([OH:38])[CH:1]=[O:3])[CH2:20][S:21]([N:24]3[CH2:25][CH2:26][N:27]([C:30]4[CH:31]=[CH:32][C:33]([F:36])=[CH:34][CH:35]=4)[CH2:28][CH2:29]3)(=[O:23])=[O:22])=[CH:16][C:11]=2[O:10][CH2:9]1. The yield is 0.500. (2) The reactants are [NH2:1][C:2]1[CH:17]=[CH:16][C:5]2[CH2:6][CH2:7][CH2:8][C:9](=[O:15])[N:10]([CH2:11][CH2:12][O:13][CH3:14])[C:4]=2[CH:3]=1.Cl[C:19]1[N:24]=[C:23]([NH:25][C:26]2[C:35]([F:36])=[CH:34][CH:33]=[CH:32][C:27]=2[C:28]([NH:30][CH3:31])=[O:29])[C:22]([Cl:37])=[CH:21][N:20]=1.C12(CS(O)(=O)=O)C(C)(C)C(CC1)CC2=O. The catalyst is C(O)(C)C. The product is [Cl:37][C:22]1[C:23]([NH:25][C:26]2[C:35]([F:36])=[CH:34][CH:33]=[CH:32][C:27]=2[C:28]([NH:30][CH3:31])=[O:29])=[N:24][C:19]([NH:1][C:2]2[CH:17]=[CH:16][C:5]3[CH2:6][CH2:7][CH2:8][C:9](=[O:15])[N:10]([CH2:11][CH2:12][O:13][CH3:14])[C:4]=3[CH:3]=2)=[N:20][CH:21]=1. The yield is 0.610.